From a dataset of Forward reaction prediction with 1.9M reactions from USPTO patents (1976-2016). Predict the product of the given reaction. (1) Given the reactants C([Li])CCC.[C:6](#[N:8])[CH3:7].[CH2:9]([O:16][C:17]1[C:18]([O:26][CH3:27])=[CH:19][C:20]([CH2:24]Br)=[C:21]([Br:23])[CH:22]=1)[C:10]1[CH:15]=[CH:14][CH:13]=[CH:12][CH:11]=1, predict the reaction product. The product is: [CH2:9]([O:16][C:17]1[C:18]([O:26][CH3:27])=[CH:19][C:20]([CH2:24][CH2:7][C:6]#[N:8])=[C:21]([Br:23])[CH:22]=1)[C:10]1[CH:11]=[CH:12][CH:13]=[CH:14][CH:15]=1. (2) Given the reactants C1(P(C2C=CC=CC=2)C2C=CC=CC=2)C=CC=CC=1.[CH3:20][CH:21]([O:23][C:24](/N=N/[C:24]([O:23][CH:21](C)[CH3:20])=O)=O)C.[C:34]([N:41]1[C:49]2[C:44](=[CH:45][C:46]([OH:50])=[CH:47][CH:48]=2)[CH:43]=[C:42]1[C:51]([O:53][CH2:54][CH3:55])=[O:52])([O:36][C:37]([CH3:40])([CH3:39])[CH3:38])=[O:35].COC(O)C, predict the reaction product. The product is: [C:34]([N:41]1[C:49]2[C:44](=[CH:45][C:46]([O:50][CH2:20][CH2:21][O:23][CH3:24])=[CH:47][CH:48]=2)[CH:43]=[C:42]1[C:51]([O:53][CH2:54][CH3:55])=[O:52])([O:36][C:37]([CH3:40])([CH3:39])[CH3:38])=[O:35]. (3) Given the reactants [CH2:1]([O:8][CH2:9][CH2:10][CH2:11][O:12][C:13]1[CH:18]=[CH:17][C:16]([CH:19]2[CH:24]([O:25][CH2:26][C:27]3[CH:36]=[CH:35][C:34]4[C:29](=[CH:30][CH:31]=[CH:32][CH:33]=4)[CH:28]=3)[CH2:23][N:22]([C:37]([O:39][C:40]([CH3:43])([CH3:42])[CH3:41])=[O:38])[CH2:21][CH:20]2[CH2:44]OS(C)(=O)=O)=[CH:15][CH:14]=1)[C:2]1[CH:7]=[CH:6][CH:5]=[CH:4][CH:3]=1.[NH:50]1[CH2:54][CH2:53][NH:52][C:51]1=[O:55], predict the reaction product. The product is: [CH2:1]([O:8][CH2:9][CH2:10][CH2:11][O:12][C:13]1[CH:14]=[CH:15][C:16]([CH:19]2[CH:20]([CH2:44][N:50]3[CH2:54][CH2:53][NH:52][C:51]3=[O:55])[CH2:21][N:22]([C:37]([O:39][C:40]([CH3:41])([CH3:43])[CH3:42])=[O:38])[CH2:23][CH:24]2[O:25][CH2:26][C:27]2[CH:36]=[CH:35][C:34]3[C:29](=[CH:30][CH:31]=[CH:32][CH:33]=3)[CH:28]=2)=[CH:17][CH:18]=1)[C:2]1[CH:7]=[CH:6][CH:5]=[CH:4][CH:3]=1. (4) Given the reactants [Cl:1][C:2]1[S:3][C:4]([S:16](=[O:30])(=[O:29])[NH:17][C:18]2[CH:23]=[CH:22][C:21]([C:24]([O:26][CH3:27])=[O:25])=[C:20]([OH:28])[CH:19]=2)=[CH:5][C:6]=1[C:7]1[CH:8]=[C:9]([CH:13]=[CH:14][CH:15]=1)[C:10]([OH:12])=[O:11].[C:31](N1C=CN=C1)(N1C=CN=C1)=O.N1C=CC=CC=1.CO, predict the reaction product. The product is: [Cl:1][C:2]1[S:3][C:4]([S:16]([NH:17][C:18]2[CH:23]=[CH:22][C:21]([C:24]([O:26][CH3:27])=[O:25])=[C:20]([OH:28])[CH:19]=2)(=[O:30])=[O:29])=[CH:5][C:6]=1[C:7]1[CH:15]=[CH:14][CH:13]=[C:9]([C:10]([O:12][CH3:31])=[O:11])[CH:8]=1. (5) Given the reactants [Br:1][C:2]1[CH:3]=[CH:4][C:5]([Cl:11])=[C:6]([CH:10]=1)[C:7]([OH:9])=O.C(Cl)(=O)C(Cl)=O.[CH:18]1([NH2:21])[CH2:20][CH2:19]1.CCN(C(C)C)C(C)C, predict the reaction product. The product is: [Br:1][C:2]1[CH:3]=[CH:4][C:5]([Cl:11])=[C:6]([CH:10]=1)[C:7]([NH:21][CH:18]1[CH2:20][CH2:19]1)=[O:9]. (6) The product is: [C:19]([C:15]1[CH:14]=[C:13]([C:7]2[C:5]3[CH2:6][C:2]([CH3:1])([CH3:23])[O:3][C:4]=3[C:10]([O:11][CH3:12])=[CH:9][CH:8]=2)[CH:18]=[CH:17][CH:16]=1)([OH:21])=[O:20]. Given the reactants [CH3:1][C:2]1([CH3:23])[CH2:6][C:5]2[C:7]([C:13]3[CH:18]=[CH:17][CH:16]=[C:15]([C:19]([O:21]C)=[O:20])[CH:14]=3)=[CH:8][CH:9]=[C:10]([O:11][CH3:12])[C:4]=2[O:3]1.[OH-].[Na+], predict the reaction product.